This data is from Experimentally validated miRNA-target interactions with 360,000+ pairs, plus equal number of negative samples. The task is: Binary Classification. Given a miRNA mature sequence and a target amino acid sequence, predict their likelihood of interaction. The miRNA is hsa-miR-519c-3p with sequence AAAGUGCAUCUUUUUAGAGGAU. The protein sequence of the target gene is MDRGEKIQLKRVFGYWWGTSFLLINIIGAGIFVSPKGVLAYSCMNVGVSLCVWAGCAILAMTSTLCSAEISISFPCSGAQYYFLKRYFGSTVAFLNLWTSLFLGSGVVAGQALLLAEYSIQPFFPSCSVPKLPKKCLALAMLWIVGILTSRGVKEVTWLQIASSVLKVSILSFISLTGVVFLIRGKKENVERFQNAFDAELPDISHLIQAIFQGYFAYSGGACFTLIAGELKKPRTTIPKCIFTALPLVTVVYLLVNISYLTVLTPREILSSDAVAITWADRAFPSLAWIMPFAISTSLF.... Result: 0 (no interaction).